Task: Predict the reaction yield, written as a fraction of the theoretical maximum amount of product (1.0 means a 100% yield; for example, 0.34 means a 34% yield).. Dataset: Reaction yield outcomes from USPTO patents with 853,638 reactions The reactants are C([O:3][C:4]([C:6]1([CH3:16])[C:8]2([CH2:13][CH2:12][CH2:11][C:10]([CH3:15])([CH3:14])[CH2:9]2)[CH2:7]1)=[O:5])C.[OH-].[Na+]. The catalyst is CCO.O. The product is [CH3:16][C:6]1([C:4]([OH:5])=[O:3])[C:8]2([CH2:13][CH2:12][CH2:11][C:10]([CH3:14])([CH3:15])[CH2:9]2)[CH2:7]1. The yield is 0.940.